This data is from Forward reaction prediction with 1.9M reactions from USPTO patents (1976-2016). The task is: Predict the product of the given reaction. (1) Given the reactants [N:1]1([C:7]2[C:12]([C:13]([O:15][CH3:16])=[O:14])=[CH:11][N:10]=[C:9]3[NH:17][CH:18]=[CH:19][C:8]=23)[CH2:6][CH2:5][NH:4][CH2:3][CH2:2]1.[C:20]([O:24][C:25]([NH:27][C@H:28]([CH2:32][C:33]1[CH:38]=[CH:37][C:36]([Cl:39])=[CH:35][CH:34]=1)[C:29](O)=[O:30])=[O:26])([CH3:23])([CH3:22])[CH3:21].C1C=CC2N(O)N=NC=2C=1.O.CCN=C=NCCCN(C)C.C(N(CC)CC)C, predict the reaction product. The product is: [C:20]([O:24][C:25]([NH:27][C@H:28]([CH2:32][C:33]1[CH:38]=[CH:37][C:36]([Cl:39])=[CH:35][CH:34]=1)[C:29]([N:4]1[CH2:3][CH2:2][N:1]([C:7]2[C:12]([C:13]([O:15][CH3:16])=[O:14])=[CH:11][N:10]=[C:9]3[NH:17][CH:18]=[CH:19][C:8]=23)[CH2:6][CH2:5]1)=[O:30])=[O:26])([CH3:23])([CH3:21])[CH3:22]. (2) Given the reactants [CH3:1][C:2]1([CH3:18])[C:4]([CH3:6])([CH3:5])[CH:3]1[C:7]([NH:9][C:10]1[CH:17]=[CH:16][C:13]([CH2:14][NH2:15])=[CH:12][CH:11]=1)=[O:8].Cl.C(OC(NCC1C=CC(NC(C2C(C)(C)C2(C)C)=O)=CC=1)=O)(C)(C)C.C(Cl)Cl, predict the reaction product. The product is: [CH3:1][C:2]1([CH3:18])[C:4]([CH3:5])([CH3:6])[CH:3]1[C:7]([NH:9][C:10]1[CH:11]=[CH:12][C:13]([C:14]#[N:15])=[CH:16][CH:17]=1)=[O:8].